This data is from Full USPTO retrosynthesis dataset with 1.9M reactions from patents (1976-2016). The task is: Predict the reactants needed to synthesize the given product. (1) Given the product [Cl:1][C:2]1[CH:3]=[CH:4][C:5]([C:37]#[N:38])=[C:6]([C:8]2[C:13]([O:14][CH:15]([CH3:16])[CH3:17])=[CH:12][N:11]([CH:18]([CH3:35])[C:19]([NH:21][C:22]3[CH:23]=[CH:24][C:25]([C:26]([OH:28])=[O:27])=[CH:33][CH:34]=3)=[O:20])[C:10](=[O:36])[CH:9]=2)[CH:7]=1, predict the reactants needed to synthesize it. The reactants are: [Cl:1][C:2]1[CH:3]=[CH:4][C:5]([C:37]#[N:38])=[C:6]([C:8]2[C:13]([O:14][CH:15]([CH3:17])[CH3:16])=[CH:12][N:11]([CH:18]([CH3:35])[C:19]([NH:21][C:22]3[CH:34]=[CH:33][C:25]([C:26]([O:28]C(C)(C)C)=[O:27])=[CH:24][CH:23]=3)=[O:20])[C:10](=[O:36])[CH:9]=2)[CH:7]=1.C(O)(C(F)(F)F)=O. (2) Given the product [O:40]1[CH2:39][CH:38]([N:35]2[CH2:36][CH2:37][N:32]([C:29]3[CH:28]=[CH:27][C:26]([NH:25][C:23]4[N:22]=[CH:21][N:20]=[C:19]([C:16]5[CH:17]=[CH:18][C:11]([N:7]6[CH2:8][CH2:9][C:4]7([O:1][CH2:2][CH2:3]7)[CH2:5][CH2:6]6)=[C:12]([CH:15]=5)[C:13]#[N:14])[N:24]=4)=[CH:31][CH:30]=3)[CH2:33][CH2:34]2)[CH2:41]1, predict the reactants needed to synthesize it. The reactants are: [O:1]1[C:4]2([CH2:9][CH2:8][NH:7][CH2:6][CH2:5]2)[CH2:3][CH2:2]1.F[C:11]1[CH:18]=[CH:17][C:16]([C:19]2[N:24]=[C:23]([NH:25][C:26]3[CH:31]=[CH:30][C:29]([N:32]4[CH2:37][CH2:36][N:35]([CH:38]5[CH2:41][O:40][CH2:39]5)[CH2:34][CH2:33]4)=[CH:28][CH:27]=3)[N:22]=[CH:21][N:20]=2)=[CH:15][C:12]=1[C:13]#[N:14]. (3) Given the product [F:5][C:4]([F:6])([C:7]([F:9])([F:8])[C:10]([F:12])([F:11])[C:13]([F:15])([F:14])[C:16]([F:17])([F:18])[C:19]([F:20])([F:21])[F:22])[C:23]([NH2:24])=[O:2], predict the reactants needed to synthesize it. The reactants are: N.[OH-:2].[K+].[C:4]([C:23]#[N:24])([C:7]([C:10]([C:13]([C:16]([C:19]([F:22])([F:21])[F:20])([F:18])[F:17])([F:15])[F:14])([F:12])[F:11])([F:9])[F:8])([F:6])[F:5]. (4) The reactants are: Br[C:2]1[CH:3]=[CH:4][C:5]([N+:8]([O-:10])=[O:9])=[N:6][CH:7]=1.[CH3:11][NH:12][CH3:13]. Given the product [CH3:11][N:12]([CH3:13])[C:2]1[CH:7]=[N:6][C:5]([N+:8]([O-:10])=[O:9])=[CH:4][CH:3]=1, predict the reactants needed to synthesize it. (5) Given the product [Cl:8][C:6]1[N:5]=[C:4]([CH:9]2[CH2:12][C:11]([F:14])([F:13])[CH2:10]2)[N:3]=[C:2]([N:20]2[CH2:21][C@@H:16]3[CH2:22][C@H:19]2[CH2:18][O:17]3)[CH:7]=1, predict the reactants needed to synthesize it. The reactants are: Cl[C:2]1[CH:7]=[C:6]([Cl:8])[N:5]=[C:4]([CH:9]2[CH2:12][C:11]([F:14])([F:13])[CH2:10]2)[N:3]=1.Cl.[C@H:16]12[CH2:22][C@H:19]([NH:20][CH2:21]1)[CH2:18][O:17]2.C(N(CC)C(C)C)(C)C. (6) The reactants are: [N+:1]([C:4]1[CH:13]=[C:12]2[C:7]([CH2:8][CH2:9][N:10]([C:14](=[O:19])[C:15]([F:18])([F:17])[F:16])[CH2:11]2)=[CH:6][CH:5]=1)([O-])=O. Given the product [F:18][C:15]([F:16])([F:17])[C:14]([N:10]1[CH2:9][CH2:8][C:7]2[C:12](=[CH:13][C:4]([NH2:1])=[CH:5][CH:6]=2)[CH2:11]1)=[O:19], predict the reactants needed to synthesize it. (7) Given the product [Cl:1][C:2]1[CH:7]=[CH:6][C:5]([C:8]2[NH:9][C:10]3[N:11]([N:15]=[C:16]([CH3:26])[C:17]=3[C:18]3[O:19][N:23]=[C:21]([CH3:22])[N:20]=3)[C:12](=[O:14])[CH:13]=2)=[CH:4][CH:3]=1, predict the reactants needed to synthesize it. The reactants are: [Cl:1][C:2]1[CH:7]=[CH:6][C:5]([C:8]2[NH:9][C:10]3[N:11]([N:15]=[C:16]([CH3:26])[C:17]=3[C:18](/[N:20]=[C:21](/[N:23](C)C)\[CH3:22])=[O:19])[C:12](=[O:14])[CH:13]=2)=[CH:4][CH:3]=1.NO.Cl.CC(O)=O.[OH-].[Na+].